Dataset: Catalyst prediction with 721,799 reactions and 888 catalyst types from USPTO. Task: Predict which catalyst facilitates the given reaction. (1) Reactant: Cl.Cl.[CH3:3][N:4]([CH:22]1[CH2:27][CH2:26][NH:25][CH2:24][CH2:23]1)[CH2:5][C:6]([NH:8][C:9]1[CH:14]=[CH:13][C:12]([O:15][C:16]2[CH:21]=[CH:20][CH:19]=[CH:18][CH:17]=2)=[CH:11][CH:10]=1)=[O:7].C(=O)([O-])[O-].[K+].[K+].Cl[C:35]1[N:44]=[CH:43][CH:42]=[CH:41][C:36]=1[C:37]([O:39][CH3:40])=[O:38]. Product: [CH3:3][N:4]([CH2:5][C:6](=[O:7])[NH:8][C:9]1[CH:10]=[CH:11][C:12]([O:15][C:16]2[CH:21]=[CH:20][CH:19]=[CH:18][CH:17]=2)=[CH:13][CH:14]=1)[CH:22]1[CH2:23][CH2:24][N:25]([C:43]2[N:44]=[CH:35][C:36]([C:37]([O:39][CH3:40])=[O:38])=[CH:41][CH:42]=2)[CH2:26][CH2:27]1. The catalyst class is: 18. (2) Reactant: [CH2:1]([C:6]1[N:11]=[CH:10][C:9]([NH:12][C:13]([C@@H:15]2[CH2:24][C:23]3[C:18](=[CH:19][CH:20]=[CH:21][CH:22]=3)[CH2:17][N:16]2C(OC(C)(C)C)=O)=[O:14])=[CH:8][CH:7]=1)[CH2:2][CH2:3][CH2:4][CH3:5].FC(F)(F)C(O)=O. Product: [CH2:1]([C:6]1[N:11]=[CH:10][C:9]([NH:12][C:13]([C@@H:15]2[CH2:24][C:23]3[C:18](=[CH:19][CH:20]=[CH:21][CH:22]=3)[CH2:17][NH:16]2)=[O:14])=[CH:8][CH:7]=1)[CH2:2][CH2:3][CH2:4][CH3:5]. The catalyst class is: 2. (3) Reactant: [C:1]([N:8]1[CH2:12][C@@H:11]([N:13]=[N+:14]=[N-:15])[CH2:10][C@H:9]1[C:16]([OH:18])=O)([O:3][C:4]([CH3:7])([CH3:6])[CH3:5])=[O:2].CCN(C(C)C)C(C)C.[CH3:28][N:29]1[CH2:34][CH2:33][NH:32][CH2:31][CH2:30]1.C1C=CC2N(O)N=NC=2C=1.C(Cl)CCl. Product: [C:1]([N:8]1[CH2:12][C@@H:11]([N:13]=[N+:14]=[N-:15])[CH2:10][C@H:9]1[C:16]([N:32]1[CH2:33][CH2:34][N:29]([CH3:28])[CH2:30][CH2:31]1)=[O:18])([O:3][C:4]([CH3:5])([CH3:6])[CH3:7])=[O:2]. The catalyst class is: 3. (4) Reactant: [N:1]1[C:10]2[C:5](=[CH:6][CH:7]=[CH:8][CH:9]=2)[CH:4]=[CH:3][C:2]=1[CH2:11][O:12][C:13]1[CH:51]=[CH:50][C:16]2[N:17]([CH2:30][C:31]3[CH:36]=[CH:35][CH:34]=[C:33]([C:37]4[N:41](COCC[Si](C)(C)C)[N:40]=[CH:39][CH:38]=4)[CH:32]=3)[C:18]([CH2:20][C:21]3([C:26]([O:28]C)=[O:27])[CH2:25][CH2:24][CH2:23][CH2:22]3)=[N:19][C:15]=2[CH:14]=1.CCCC[N+](CCCC)(CCCC)CCCC.[F-]. Product: [NH:41]1[C:37]([C:33]2[CH:32]=[C:31]([CH:36]=[CH:35][CH:34]=2)[CH2:30][N:17]2[C:16]3[CH:50]=[CH:51][C:13]([O:12][CH2:11][C:2]4[CH:3]=[CH:4][C:5]5[C:10](=[CH:9][CH:8]=[CH:7][CH:6]=5)[N:1]=4)=[CH:14][C:15]=3[N:19]=[C:18]2[CH2:20][C:21]2([C:26]([OH:28])=[O:27])[CH2:25][CH2:24][CH2:23][CH2:22]2)=[CH:38][CH:39]=[N:40]1. The catalyst class is: 1.